Task: Predict the product of the given reaction.. Dataset: Forward reaction prediction with 1.9M reactions from USPTO patents (1976-2016) (1) Given the reactants [I:1]N1C(=O)CCC1=O.[NH2:9][C:10]1[CH:19]=[C:18]([C:20]2[N:24]([CH3:25])[N:23]=[N:22][C:21]=2[CH3:26])[CH:17]=[C:16]2[C:11]=1[CH2:12][CH2:13][NH:14][C:15]2=[O:27].ClCCl.CO, predict the reaction product. The product is: [NH2:9][C:10]1[C:19]([I:1])=[C:18]([C:20]2[N:24]([CH3:25])[N:23]=[N:22][C:21]=2[CH3:26])[CH:17]=[C:16]2[C:11]=1[CH2:12][CH2:13][NH:14][C:15]2=[O:27]. (2) The product is: [C:1]([N:8]1[CH2:16][C:15]2[C:10](=[CH:11][CH:12]=[CH:13][CH:14]=2)[C:9]1([CH3:24])[C:17]([O:19][CH3:20])=[O:18])([O:3][C:4]([CH3:7])([CH3:6])[CH3:5])=[O:2]. Given the reactants [C:1]([N:8]1[CH2:16][C:15]2[C:10](=[CH:11][CH:12]=[CH:13][CH:14]=2)[CH:9]1[C:17]([O:19][CH3:20])=[O:18])([O:3][C:4]([CH3:7])([CH3:6])[CH3:5])=[O:2].CI.[Li+].[CH3:24]C([N-]C(C)C)C, predict the reaction product. (3) The product is: [O:22]1[CH:26]=[CH:25][CH:24]=[C:23]1[C:2]1[CH:21]=[CH:20][C:5]([C:6]([N:8]([CH2:12][C:13]2[CH:18]=[CH:17][CH:16]=[CH:15][C:14]=2[OH:19])[CH:9]([CH3:11])[CH3:10])=[O:7])=[CH:4][CH:3]=1. Given the reactants Br[C:2]1[CH:21]=[CH:20][C:5]([C:6]([N:8]([CH2:12][C:13]2[CH:18]=[CH:17][CH:16]=[CH:15][C:14]=2[OH:19])[CH:9]([CH3:11])[CH3:10])=[O:7])=[CH:4][CH:3]=1.[O:22]1[CH:26]=[CH:25][CH:24]=[C:23]1B(O)O.C([O-])([O-])=O.[Na+].[Na+].O, predict the reaction product. (4) Given the reactants F[C:2]1[CH:3]=[C:4]([CH:9]([C:15]2[CH:20]=[CH:19][C:18]([C:21]3[CH:22]=[N:23][NH:24][CH:25]=3)=[CH:17][CH:16]=2)[CH2:10][C:11]([NH:13]C)=[O:12])[CH:5]=[CH:6][C:7]=1F.[Cl:26]C1C=CC([Mg]Br)=CC=1, predict the reaction product. The product is: [Cl:26][C:7]1[CH:6]=[CH:5][C:4]([CH:9]([C:15]2[CH:20]=[CH:19][C:18]([C:21]3[CH:22]=[N:23][NH:24][CH:25]=3)=[CH:17][CH:16]=2)[CH2:10][C:11]([NH2:13])=[O:12])=[CH:3][CH:2]=1.